The task is: Predict the reaction yield, written as a fraction of the theoretical maximum amount of product (1.0 means a 100% yield; for example, 0.34 means a 34% yield).. This data is from Reaction yield outcomes from USPTO patents with 853,638 reactions. (1) The yield is 0.690. The reactants are [F:1][C:2]1[C:3]([NH:16][C:17]2[CH:22]=[CH:21][C:20]([I:23])=[CH:19][C:18]=2[F:24])=[C:4]([C:9]([N:11]2[CH2:14][C:13](=[O:15])[CH2:12]2)=[O:10])[CH:5]=[CH:6][C:7]=1[F:8].[F:25][C:26]([Si](C)(C)C)([F:28])[F:27].C(=O)([O-])[O-].[Cs+].[Cs+]. The catalyst is CN(C=O)C. The product is [F:1][C:2]1[C:3]([NH:16][C:17]2[CH:22]=[CH:21][C:20]([I:23])=[CH:19][C:18]=2[F:24])=[C:4]([C:9]([N:11]2[CH2:12][C:13]([C:26]([F:28])([F:27])[F:25])([OH:15])[CH2:14]2)=[O:10])[CH:5]=[CH:6][C:7]=1[F:8]. (2) The reactants are [F:1][C:2]1[CH:10]=[CH:9][C:8]([C:11]2[CH:16]=[CH:15][CH:14]=[C:13]([F:17])[CH:12]=2)=[CH:7][C:3]=1[C:4]([OH:6])=O.O=S(Cl)Cl.[NH2:22][C:23]1[C:24]([F:32])=[C:25]([OH:31])[CH:26]=[C:27]([CH3:30])[C:28]=1[F:29].O. The catalyst is C(Cl)Cl.CN(C=O)C.C1COCC1. The product is [F:32][C:24]1[C:25]([OH:31])=[CH:26][C:27]([CH3:30])=[C:28]([F:29])[C:23]=1[NH:22][C:4](=[O:6])[C:3]1[CH:7]=[C:8]([C:11]2[CH:16]=[CH:15][CH:14]=[C:13]([F:17])[CH:12]=2)[CH:9]=[CH:10][C:2]=1[F:1]. The yield is 0.450. (3) The reactants are O=[C:2]1[C:11]2[C:6](=[CH:7][CH:8]=[CH:9][CH:10]=2)[O:5][C:4]([C:12]([O:14][CH3:15])=[O:13])=[CH:3]1. The catalyst is [Pd]. The product is [CH3:15][O:14][C:12]([CH:4]1[CH2:3][CH2:2][C:11]2[C:6](=[CH:7][CH:8]=[CH:9][CH:10]=2)[O:5]1)=[O:13]. The yield is 0.930. (4) The reactants are [CH2:1]([O:8][C:9]1[CH:30]=[CH:29][C:12]2[N:13]([CH2:16][C:17]3[CH:28]=[CH:27][C:20]4[N:21]=[C:22](S(C)=O)[S:23][C:19]=4[CH:18]=3)[CH:14]=[N:15][C:11]=2[CH:10]=1)[C:2]1[CH:7]=[CH:6][CH:5]=[CH:4][CH:3]=1.Cl.[NH2:32][C@@H:33]1[CH2:38][CH2:37][CH2:36][CH2:35][C@H:34]1[OH:39].CCN(C(C)C)C(C)C. The catalyst is CC(N(C)C)=O. The product is [CH2:1]([O:8][C:9]1[CH:30]=[CH:29][C:12]2[N:13]([CH2:16][C:17]3[CH:28]=[CH:27][C:20]4[N:21]=[C:22]([NH:32][C@@H:33]5[CH2:38][CH2:37][CH2:36][CH2:35][C@H:34]5[OH:39])[S:23][C:19]=4[CH:18]=3)[CH:14]=[N:15][C:11]=2[CH:10]=1)[C:2]1[CH:3]=[CH:4][CH:5]=[CH:6][CH:7]=1. The yield is 0.590. (5) The reactants are [CH3:1][N:2]([CH3:32])[C:3]([C:5]1[N:26]([CH:27]2[CH2:31][CH2:30][CH2:29][CH2:28]2)[C:8]2[N:9]=[C:10]([NH:13][C:14]3[CH:19]=[CH:18][C:17]([N:20]4[CH2:25][CH2:24][NH:23][CH2:22][CH2:21]4)=[CH:16][N:15]=3)[N:11]=[CH:12][C:7]=2[CH:6]=1)=[O:4].[N:33]1([C:39](Cl)=[O:40])[CH2:38][CH2:37][O:36][CH2:35][CH2:34]1. The yield is 0.620. No catalyst specified. The product is [CH3:1][N:2]([CH3:32])[C:3]([C:5]1[N:26]([CH:27]2[CH2:31][CH2:30][CH2:29][CH2:28]2)[C:8]2[N:9]=[C:10]([NH:13][C:14]3[CH:19]=[CH:18][C:17]([N:20]4[CH2:21][CH2:22][N:23]([C:39]([N:33]5[CH2:38][CH2:37][O:36][CH2:35][CH2:34]5)=[O:40])[CH2:24][CH2:25]4)=[CH:16][N:15]=3)[N:11]=[CH:12][C:7]=2[CH:6]=1)=[O:4].